Dataset: Full USPTO retrosynthesis dataset with 1.9M reactions from patents (1976-2016). Task: Predict the reactants needed to synthesize the given product. Given the product [CH:52]1([C:58]2([CH3:82])[CH2:64][N:65]([CH3:81])[C:66](=[O:67])[N:68]([CH2:69][C:70]3([C:75]4[CH:76]=[CH:77][CH:78]=[CH:79][CH:80]=4)[O:74][CH2:73][CH2:72][O:71]3)[C:59]2=[O:60])[CH2:53][CH2:54][CH2:55][CH2:56][CH2:57]1, predict the reactants needed to synthesize it. The reactants are: C(OC(N(C)CC(C1CCCCC1)(C)C(OCC)=O)=O)(C)(C)C.FC(F)(F)C(O)=O.N(C1(C2C=CC=CC=2)OCCO1)=C=O.C(N(CC)CC)C.[CH:52]1([C:58]([CH3:82])([CH2:64][N:65]([CH3:81])[C:66]([NH:68][CH2:69][C:70]2([C:75]3[CH:80]=[CH:79][CH:78]=[CH:77][CH:76]=3)[O:74][CH2:73][CH2:72][O:71]2)=[O:67])[C:59](OCC)=[O:60])[CH2:57][CH2:56][CH2:55][CH2:54][CH2:53]1.CC([O-])(C)C.[K+].